From a dataset of Catalyst prediction with 721,799 reactions and 888 catalyst types from USPTO. Predict which catalyst facilitates the given reaction. (1) Reactant: [Cl:1][C:2]1[CH:10]=[C:9]2[C:5]([CH2:6][C:7](=[O:11])[NH:8]2)=[CH:4][CH:3]=1.[O:12]=[C:13]1[C:18]2=[CH:19][NH:20][C:21]([CH:22]=O)=[C:17]2[CH2:16][CH2:15][NH:14]1.N1CCCCC1. Product: [Cl:1][C:2]1[CH:10]=[C:9]2[C:5]([C:6](=[CH:22][C:21]3[NH:20][CH:19]=[C:18]4[C:17]=3[CH2:16][CH2:15][NH:14][C:13]4=[O:12])[C:7](=[O:11])[NH:8]2)=[CH:4][CH:3]=1. The catalyst class is: 8. (2) Reactant: [Br:1][C:2]1[CH:3]=[C:4]([C:10](=[O:12])[CH3:11])[CH:5]=[CH:6][C:7]=1[NH:8][CH3:9].[F:20][C:19]([F:22])([F:21])[C:18](O[C:18](=[O:23])[C:19]([F:22])([F:21])[F:20])=[O:23].CCN(CC)CC. Product: [C:10]([C:4]1[CH:5]=[CH:6][C:7]([N:8]([CH3:9])[C:18](=[O:23])[C:19]([F:20])([F:21])[F:22])=[C:2]([Br:1])[CH:3]=1)(=[O:12])[CH3:11]. The catalyst class is: 2. (3) Reactant: [Cl:1][C:2]1[C:10]([NH:11][C:12](=[O:18])[CH2:13][C:14]([CH3:17])([CH3:16])[CH3:15])=[CH:9][CH:8]=[C:7]2[C:3]=1[CH2:4][CH2:5][N:6]2C(=O)C(F)(F)F.C([O-])([O-])=O.[K+].[K+]. Product: [Cl:1][C:2]1[C:10]([NH:11][C:12](=[O:18])[CH2:13][C:14]([CH3:16])([CH3:15])[CH3:17])=[CH:9][CH:8]=[C:7]2[C:3]=1[CH2:4][CH2:5][NH:6]2. The catalyst class is: 24. (4) Reactant: [OH:1][C:2]1[CH:7]=[CH:6][C:5]([CH2:8][C:9]([O:11][CH3:12])=[O:10])=[CH:4][CH:3]=1.N1C=CN=C1.[CH:18]([Si:21](Cl)([CH:25]([CH3:27])[CH3:26])[CH:22]([CH3:24])[CH3:23])([CH3:20])[CH3:19].O. Product: [CH:18]([Si:21]([CH:25]([CH3:27])[CH3:26])([CH:22]([CH3:24])[CH3:23])[O:1][C:2]1[CH:3]=[CH:4][C:5]([CH2:8][C:9]([O:11][CH3:12])=[O:10])=[CH:6][CH:7]=1)([CH3:20])[CH3:19]. The catalyst class is: 3. (5) Reactant: [C:1]1([C:7]2[C:11]([C:13]3[CH:18]=[CH:17][CH:16]=[CH:15][CH:14]=3)(O)C(C3C=CC=CC=3)=C(C3C=CC=CC=3)[C:8]=2[C:31]2[CH:36]=[CH:35][CH:34]=[CH:33][CH:32]=2)[CH:6]=[CH:5][CH:4]=[CH:3][CH:2]=1.[C:37]([Br:40])(=O)[CH3:38].CO. Product: [Br:40][C:37]1([C:13]2[CH:18]=[CH:17][CH:16]=[CH:15][CH:14]=2)[C:8]([C:31]2[CH:36]=[CH:35][CH:34]=[CH:33][CH:32]=2)=[C:7]([C:1]2[CH:2]=[CH:3][CH:4]=[CH:5][CH:6]=2)[C:11]([C:13]2[CH:18]=[CH:17][CH:16]=[CH:15][CH:14]=2)=[C:38]1[C:1]1[CH:6]=[CH:5][CH:4]=[CH:3][CH:2]=1. The catalyst class is: 11. (6) Reactant: [CH3:1][C:2]1[CH:3]=[C:4]([C:9]2[C:16]3[CH:15]=[C:14]([C:17]([O:19][CH3:20])=[O:18])[NH:13][C:12]=3[CH2:11][CH:10]=2)[CH:5]=[C:6]([CH3:8])[CH:7]=1. Product: [CH3:1][C:2]1[CH:3]=[C:4]([CH:9]2[C:16]3[CH:15]=[C:14]([C:17]([O:19][CH3:20])=[O:18])[NH:13][C:12]=3[CH2:11][CH2:10]2)[CH:5]=[C:6]([CH3:8])[CH:7]=1. The catalyst class is: 45.